Dataset: Forward reaction prediction with 1.9M reactions from USPTO patents (1976-2016). Task: Predict the product of the given reaction. (1) Given the reactants [CH3:1][O:2][C:3]([C:5]1[CH:10]=[CH:9][C:8]([C:11]2[CH:16]=[C:15]([O:17][CH3:18])[CH:14]=[CH:13][C:12]=2[F:19])=[C:7]([CH:20]([OH:26])[C:21]([CH3:25])([CH3:24])[CH:22]=[CH2:23])[CH:6]=1)=[O:4].[H-].[Na+].[CH3:29]I.O, predict the reaction product. The product is: [CH3:1][O:2][C:3]([C:5]1[CH:10]=[CH:9][C:8]([C:11]2[CH:16]=[C:15]([O:17][CH3:18])[CH:14]=[CH:13][C:12]=2[F:19])=[C:7]([CH:20]([O:26][CH3:29])[C:21]([CH3:25])([CH3:24])[CH:22]=[CH2:23])[CH:6]=1)=[O:4]. (2) The product is: [CH3:18][O:17][C:12]1[CH:13]=[CH:14][CH:15]=[CH:16][C:11]=1[O:10][CH2:9][CH2:8][N:7]1[CH2:22][C@H:21]([CH2:24][OH:30])[O:23][C:6]1=[O:5]. Given the reactants C([O:5][C:6](=O)[NH:7][CH2:8][CH2:9][O:10][C:11]1[CH:16]=[CH:15][CH:14]=[CH:13][C:12]=1[O:17][CH3:18])C(C)C.C[C:21]([CH3:24])([O-:23])[CH3:22].[Li+].C([O:30]C[C@H]1CO1)(C)(C)C, predict the reaction product. (3) The product is: [OH:13][CH2:12][C:9]1[CH:10]=[CH:11][C:5]2[O:4][CH2:3][C:2](=[O:1])[NH:7][C:6]=2[CH:8]=1. Given the reactants [O:1]=[C:2]1[NH:7][C:6]2[CH:8]=[C:9]([C:12](OC)=[O:13])[CH:10]=[CH:11][C:5]=2[O:4][CH2:3]1.[H-].C([Al+]CC(C)C)C(C)C.Cl, predict the reaction product.